Predict the reaction yield, written as a fraction of the theoretical maximum amount of product (1.0 means a 100% yield; for example, 0.34 means a 34% yield). From a dataset of Reaction yield outcomes from USPTO patents with 853,638 reactions. (1) The reactants are Cl.[CH2:2]([O:4][C:5]([C:7]1[C:16]2[C:11](=[CH:12][CH:13]=[CH:14][CH:15]=2)[CH:10]=[C:9]([NH:17][NH2:18])[CH:8]=1)=[O:6])[CH3:3].[CH3:19][C:20]([CH3:27])([CH3:26])[C:21](=O)[CH2:22][C:23]#[N:24]. The catalyst is CCO.Cl. The product is [NH2:24][C:23]1[N:17]([C:9]2[CH:8]=[C:7]([C:5]([O:4][CH2:2][CH3:3])=[O:6])[C:16]3[C:11]([CH:10]=2)=[CH:12][CH:13]=[CH:14][CH:15]=3)[N:18]=[C:21]([C:20]([CH3:27])([CH3:26])[CH3:19])[CH:22]=1. The yield is 0.950. (2) The reactants are [N:1]1([C:7]2[CH:8]=[CH:9][C:10]3[O:14][C:13](B(O)O)=[CH:12][C:11]=3[CH:18]=2)[CH2:6][CH2:5][CH2:4][CH2:3][CH2:2]1.Br[C:20]1[CH:27]=[CH:26][C:23]([CH:24]=[O:25])=[CH:22][CH:21]=1.C(N(CC)CC)C. The catalyst is C(O)C.C1C=CC(P(C2C=CC=CC=2)C2C=CC=CC=2)=CC=1.C1C=CC(P(C2C=CC=CC=2)C2C=CC=CC=2)=CC=1.Cl[Pd]Cl. The product is [N:1]1([C:7]2[CH:8]=[CH:9][C:10]3[O:14][C:13]([C:20]4[CH:27]=[CH:26][C:23]([CH:24]=[O:25])=[CH:22][CH:21]=4)=[CH:12][C:11]=3[CH:18]=2)[CH2:6][CH2:5][CH2:4][CH2:3][CH2:2]1. The yield is 0.280.